The task is: Predict the reactants needed to synthesize the given product.. This data is from Full USPTO retrosynthesis dataset with 1.9M reactions from patents (1976-2016). (1) Given the product [CH3:17][O:18][C:19]([C:21]1[C:22]2([C:23]([O:25][CH3:26])=[O:24])[N:46]([CH2:47][CH2:48][C:49]3[C:57]4[C:52](=[CH:53][CH:54]=[CH:55][CH:56]=4)[NH:51][C:50]=32)[CH:4]=[C:3]([C:12](=[O:13])[C:11]2[CH:10]=[C:9]([CH:14]([CH3:16])[CH3:15])[CH:8]=[CH:7][C:6]=2[OH:5])[CH:1]=1)=[O:20], predict the reactants needed to synthesize it. The reactants are: [CH:1]([C:3]1[C:12](=[O:13])[C:11]2[C:6](=[CH:7][CH:8]=[C:9]([CH:14]([CH3:16])[CH3:15])[CH:10]=2)[O:5][CH:4]=1)=O.[CH3:17][O:18][C:19]([C:21]#[C:22][C:23]([O:25][CH3:26])=[O:24])=[O:20].C1(P(C2C=CC=CC=2)C2C=CC=CC=2)C=CC=CC=1.[NH2:46][CH2:47][CH2:48][C:49]1[C:57]2[C:52](=[CH:53][CH:54]=[CH:55][CH:56]=2)[NH:51][CH:50]=1. (2) Given the product [F:12][C:13]1[C:18]([F:19])=[CH:17][C:16]([NH:20][C:21](=[O:26])[C:22]([CH3:23])([CH3:24])[CH3:25])=[C:15]([CH:27]=[O:28])[CH:14]=1, predict the reactants needed to synthesize it. The reactants are: [Cr](Cl)([O-])(=O)=O.[NH+]1C=CC=CC=1.[F:12][C:13]1[C:18]([F:19])=[CH:17][C:16]([NH:20][C:21](=[O:26])[C:22]([CH3:25])([CH3:24])[CH3:23])=[C:15]([CH2:27][OH:28])[CH:14]=1. (3) Given the product [Br:12][C:10]1[CH:9]=[CH:8][C:7]([CH:22]=[O:23])=[C:6]([O:5][C:2]([F:4])([F:3])[F:1])[CH:11]=1, predict the reactants needed to synthesize it. The reactants are: [F:1][C:2]([O:5][C:6]1[CH:11]=[C:10]([Br:12])[CH:9]=[CH:8][C:7]=1I)([F:4])[F:3].C([Li])CCC.CN([CH:22]=[O:23])C. (4) Given the product [CH2:1]([O:3][C:4](=[O:16])[CH2:5][N:6]1[C:14]2[CH2:13][CH2:12][CH2:11][C@H:10]([OH:15])[C:9]=2[CH:8]=[N:7]1)[CH3:2], predict the reactants needed to synthesize it. The reactants are: [CH2:1]([O:3][C:4](=[O:16])[CH2:5][N:6]1[C:14]2[CH2:13][CH2:12][CH2:11][C:10](=[O:15])[C:9]=2[CH:8]=[N:7]1)[CH3:2].C(N(CC)CC)C.Cl. (5) Given the product [CH3:2][O:3][CH:4]=[CH:12][CH:14]1[CH2:19][CH2:18][CH2:17][N:16]([C:20]([O:22][C:23]([CH3:24])([CH3:26])[CH3:25])=[O:21])[CH2:15]1, predict the reactants needed to synthesize it. The reactants are: [Cl-].[CH3:2][O:3][CH2:4][PH3+].CC(C)([O-])C.[K+].[CH:12]([CH:14]1[CH2:19][CH2:18][CH2:17][N:16]([C:20]([O:22][C:23]([CH3:26])([CH3:25])[CH3:24])=[O:21])[CH2:15]1)=O. (6) Given the product [OH:7][CH2:6][CH2:5][CH:4]([C:10]1[CH:15]=[CH:14][C:13]([O:16][CH2:17][O:18][CH2:19][CH2:20][O:21][CH3:22])=[CH:12][CH:11]=1)[CH2:3][OH:2], predict the reactants needed to synthesize it. The reactants are: C[O:2][C:3](=O)[CH:4]([C:10]1[CH:15]=[CH:14][C:13]([O:16][CH2:17][O:18][CH2:19][CH2:20][O:21][CH3:22])=[CH:12][CH:11]=1)[CH2:5][C:6](OC)=[O:7].[H-].[Al+3].[Li+].[H-].[H-].[H-].O. (7) Given the product [Cl:11][Si:12]([Cl:14])([Cl:13])[CH2:1][CH:2]([Si:12]([Cl:14])([Cl:13])[Cl:11])[CH2:3][CH2:4][CH2:5][CH2:6][CH2:7][CH2:8][CH2:9][CH3:10], predict the reactants needed to synthesize it. The reactants are: [CH2:1]=[CH:2][CH2:3][CH2:4][CH2:5][CH2:6][CH2:7][CH2:8][CH2:9][CH3:10].[Cl:11][SiH:12]([Cl:14])[Cl:13]. (8) Given the product [Br:5][C:6]1[CH:11]=[C:10]([O:12][CH2:13][C:14]2[N:15]([C:22]3[C:23]([Cl:29])=[CH:24][CH:25]=[CH:26][C:27]=3[Cl:28])[N:16]=[N:17][C:18]=2[CH:19]([CH3:20])[CH3:21])[CH:9]=[CH:8][C:7]=1[C:30]1[CH:35]=[CH:34][C:33]([C:36]([Cl:3])=[O:38])=[CH:32][CH:31]=1, predict the reactants needed to synthesize it. The reactants are: S(Cl)([Cl:3])=O.[Br:5][C:6]1[CH:11]=[C:10]([O:12][CH2:13][C:14]2[N:15]([C:22]3[C:27]([Cl:28])=[CH:26][CH:25]=[CH:24][C:23]=3[Cl:29])[N:16]=[N:17][C:18]=2[CH:19]([CH3:21])[CH3:20])[CH:9]=[CH:8][C:7]=1[C:30]1[CH:35]=[CH:34][C:33]([C:36]([OH:38])=O)=[CH:32][CH:31]=1.